This data is from Full USPTO retrosynthesis dataset with 1.9M reactions from patents (1976-2016). The task is: Predict the reactants needed to synthesize the given product. (1) Given the product [OH:1][C:2]1([C:9]2[CH:14]=[CH:13][CH:12]=[C:11]([OH:15])[CH:10]=2)[CH2:7][CH2:6][CH:5]([N:16]2[CH2:19][CH:18]([NH:20][C:21]([CH2:23][NH:24][C:25](=[O:36])[C:26]3[CH:31]=[CH:30][CH:29]=[C:28]([C:32]([F:35])([F:33])[F:34])[CH:27]=3)=[O:22])[CH2:17]2)[CH2:4][CH2:3]1, predict the reactants needed to synthesize it. The reactants are: [OH:1][C:2]1([C:9]2[CH:14]=[CH:13][CH:12]=[C:11]([OH:15])[CH:10]=2)[CH2:7][CH2:6][C:5](=O)[CH2:4][CH2:3]1.[NH:16]1[CH2:19][CH:18]([NH:20][C:21]([CH2:23][NH:24][C:25](=[O:36])[C:26]2[CH:31]=[CH:30][CH:29]=[C:28]([C:32]([F:35])([F:34])[F:33])[CH:27]=2)=[O:22])[CH2:17]1. (2) Given the product [F:1][C:2]1[CH:34]=[C:33]([F:35])[CH:32]=[CH:31][C:3]=1[O:4][C:5]1[CH:10]=[CH:9][C:8]([NH:11][S:12]([CH2:15][CH3:16])(=[O:13])=[O:14])=[CH:7][C:6]=1[C:17]1[CH:22]=[C:21]([C:23]#[CH:24])[C:20](=[O:29])[N:19]([CH3:30])[CH:18]=1, predict the reactants needed to synthesize it. The reactants are: [F:1][C:2]1[CH:34]=[C:33]([F:35])[CH:32]=[CH:31][C:3]=1[O:4][C:5]1[CH:10]=[CH:9][C:8]([NH:11][S:12]([CH2:15][CH3:16])(=[O:14])=[O:13])=[CH:7][C:6]=1[C:17]1[CH:22]=[C:21]([C:23]#[C:24][Si](C)(C)C)[C:20](=[O:29])[N:19]([CH3:30])[CH:18]=1.C([O-])([O-])=O.[K+].[K+].O. (3) Given the product [C:19]([O:18][C@@H:15]1[CH2:14][C@H:13]([O:7][C:1](=[O:6])[CH3:5])[CH:24]=[CH:16]1)(=[O:21])[CH3:20], predict the reactants needed to synthesize it. The reactants are: [C:1]1([OH:7])([OH:6])[CH:5]=CCC1.C(N([CH2:13][CH3:14])CC)C.[C:15]([O:18][C:19](=[O:21])[CH3:20])(=O)[CH3:16].Cl.Cl[CH2:24]Cl. (4) Given the product [OH:25][CH:22]1[CH2:23][CH2:24][C:19]2([C:17](=[O:16])[N:11]([C:8]3[CH:9]=[N:10][C:5]([O:4][CH2:3][C:2]([F:1])([F:12])[F:13])=[CH:6][CH:7]=3)[CH2:27][CH2:26]2)[CH2:20][CH2:21]1, predict the reactants needed to synthesize it. The reactants are: [F:1][C:2]([F:13])([F:12])[CH2:3][O:4][C:5]1[N:10]=[CH:9][C:8]([NH2:11])=[CH:7][CH:6]=1.C([O:16][C:17]([C:19]1([CH2:26][CH2:27]OC)[CH2:24][CH2:23][CH:22]([OH:25])[CH2:21][CH2:20]1)=O)C.[Cl-].C[Al+]C. (5) Given the product [CH2:7]([CH2:6][C@@H:5]([SH:4])[CH2:1][CH2:2][SH:3])[CH2:8][CH2:9][C:10]([OH:12])=[O:11].[CH2:7]([CH2:6][CH:5]([SH:4])[CH2:1][CH2:2][SH:3])[CH2:8][CH2:9][C:10]([OH:12])=[O:11], predict the reactants needed to synthesize it. The reactants are: [CH2:1]1[C@@H:5]([CH2:6][CH2:7][CH2:8][CH2:9][C:10]([OH:12])=[O:11])[S:4][S:3][CH2:2]1.[BH4-].[Na+]. (6) Given the product [Cl:1][C:2]1[CH:10]=[C:9]2[C:5]([C:6]([C:11]([C:13]3[C:14]([NH:38][CH2:37][C:36]4[CH:39]=[CH:40][C:33]([O:32][CH3:31])=[CH:34][CH:35]=4)=[N:15][CH:16]=[CH:17][CH:18]=3)=[O:12])=[CH:7][NH:8]2)=[CH:4][CH:3]=1, predict the reactants needed to synthesize it. The reactants are: [Cl:1][C:2]1[CH:10]=[C:9]2[C:5]([C:6]([C:11]([C:13]3[C:14](NC4CCCC4)=[N:15][CH:16]=[CH:17][CH:18]=3)=[O:12])=[CH:7][NH:8]2)=[CH:4][CH:3]=1.C1(N)CCCC1.[CH3:31][O:32][C:33]1[CH:40]=[CH:39][C:36]([CH2:37][NH2:38])=[CH:35][CH:34]=1.